From a dataset of Reaction yield outcomes from USPTO patents with 853,638 reactions. Predict the reaction yield, written as a fraction of the theoretical maximum amount of product (1.0 means a 100% yield; for example, 0.34 means a 34% yield). (1) The reactants are Cl.[NH2:2][CH2:3][C:4]1[CH:9]=[C:8]([F:10])[C:7]([NH:11][S:12]([CH3:15])(=[O:14])=[O:13])=[C:6]([C:16]#[CH:17])[CH:5]=1.[N:18]1([C:23]2[C:28]([CH:29]=[CH:30][C:31](O)=[O:32])=[CH:27][CH:26]=[C:25]([C:34]([F:37])([F:36])[F:35])[N:24]=2)[CH2:22][CH2:21][CH2:20][CH2:19]1. No catalyst specified. The product is [C:16]([C:6]1[CH:5]=[C:4]([CH:9]=[C:8]([F:10])[C:7]=1[NH:11][S:12]([CH3:15])(=[O:14])=[O:13])[CH2:3][NH:2][C:31](=[O:32])[CH:30]=[CH:29][C:28]1[C:23]([N:18]2[CH2:22][CH2:21][CH2:20][CH2:19]2)=[N:24][C:25]([C:34]([F:37])([F:35])[F:36])=[CH:26][CH:27]=1)#[CH:17]. The yield is 0.800. (2) The product is [C:1]([NH:4][C:5]1[CH:6]=[CH:7][C:8]([C:9]([NH:26][C:17]2[S:18][C:19]([CH2:20][CH2:21][O:22][N+:23]([O-:25])=[O:24])=[C:15]([CH3:14])[N:16]=2)=[O:11])=[CH:12][CH:13]=1)(=[O:3])[CH3:2]. The reactants are [C:1]([NH:4][C:5]1[CH:13]=[CH:12][C:8]([C:9]([OH:11])=O)=[CH:7][CH:6]=1)(=[O:3])[CH3:2].[CH3:14][C:15]1[N:16]=[C:17]([NH2:26])[S:18][C:19]=1[CH2:20][CH2:21][O:22][N+:23]([O-:25])=[O:24]. No catalyst specified. The yield is 0.440. (3) The reactants are [NH2:1][C:2]1[C:7]([C:8]([F:11])([F:10])[F:9])=[CH:6][C:5]([C:12]([F:15])([F:14])[F:13])=[CH:4][C:3]=1[NH:16][C:17](=O)[CH2:18][CH:19]1[CH2:22][N:21]([C:23]([O:25][C:26]([CH3:29])([CH3:28])[CH3:27])=[O:24])[CH2:20]1.C(O)(=O)C. The catalyst is O1CCCC1. The product is [F:10][C:8]([F:9])([F:11])[C:7]1[C:2]2[N:1]=[C:17]([CH2:18][CH:19]3[CH2:20][N:21]([C:23]([O:25][C:26]([CH3:28])([CH3:29])[CH3:27])=[O:24])[CH2:22]3)[NH:16][C:3]=2[CH:4]=[C:5]([C:12]([F:14])([F:15])[F:13])[CH:6]=1. The yield is 0.870. (4) The reactants are [OH:1][CH2:2][C:3]1[CH:4]=[C:5]([CH:9]=[CH:10][CH:11]=1)[C:6]([OH:8])=O.[Cl:12][CH2:13][C:14]([NH:16]O)=[NH:15].CN(C(ON1N=NC2C=CC=CC1=2)=[N+](C)C)C.F[P-](F)(F)(F)(F)F.C(N(CC)CC)C. The catalyst is CN(C=O)C. The product is [Cl:12][CH2:13][C:14]1[N:16]=[C:6]([C:5]2[CH:4]=[C:3]([CH2:2][OH:1])[CH:11]=[CH:10][CH:9]=2)[O:8][N:15]=1. The yield is 0.250. (5) The reactants are [C:1]([Si:5]([O:8][C:9]1[CH:14]=[CH:13][C:12]([Cl:15])=[C:11]([CH3:16])[CH:10]=1)([CH3:7])[CH3:6])([CH3:4])([CH3:3])[CH3:2].[Br:17]N1C(=O)CCC1=O. The catalyst is C(Cl)(Cl)(Cl)Cl.C(OOC(=O)C1C=CC=CC=1)(=O)C1C=CC=CC=1. The product is [Br:17][CH2:16][C:11]1[CH:10]=[C:9]([CH:14]=[CH:13][C:12]=1[Cl:15])[O:8][Si:5]([C:1]([CH3:4])([CH3:3])[CH3:2])([CH3:7])[CH3:6]. The yield is 0.700. (6) The reactants are [CH2:1]([O:3][C:4](=[O:15])/[CH:5]=[C:6](\[NH2:14])/[C@H:7]([CH3:13])[C@H:8]([CH3:12])[CH2:9][CH2:10][CH3:11])[CH3:2].[C:16](Cl)(=[O:18])[CH3:17].N1C=CC=CC=1. The catalyst is C(Cl)Cl. The product is [CH2:1]([O:3][C:4](=[O:15])/[CH:5]=[C:6](\[NH:14][C:16](=[O:18])[CH3:17])/[C@H:7]([CH3:13])[C@H:8]([CH3:12])[CH2:9][CH2:10][CH3:11])[CH3:2]. The yield is 0.930. (7) The yield is 0.300. The catalyst is CO.CN(C=O)C.O. The product is [O:51]=[C:44]1[C:45]2[C:50](=[CH:49][CH:48]=[CH:47][CH:46]=2)[C:41]([O:40][CH2:39][CH2:38][CH2:37][CH2:36][CH2:35][CH2:34][O:29][C:28]2[CH:30]=[CH:31][C:25]([C:24]3[NH:23][C:20]4[CH:21]=[CH:22][C:17]([C:15]5[NH:14][C:11]6[CH:12]=[CH:13][C:8]([N:5]7[CH2:6][CH2:7][N:2]([CH3:1])[CH2:3][CH2:4]7)=[CH:9][C:10]=6[N:16]=5)=[CH:18][C:19]=4[N:32]=3)=[CH:26][CH:27]=2)=[CH:42][C:43]1=[O:52]. The reactants are [CH3:1][N:2]1[CH2:7][CH2:6][N:5]([C:8]2[CH:13]=[CH:12][C:11]3[N:14]=[C:15]([C:17]4[CH:22]=[CH:21][C:20]5[NH:23][C:24]([NH:32][C:19]=5[CH:18]=4)=[C:25]4[CH:31]=[CH:30][C:28](=[O:29])[CH:27]=[CH:26]4)[NH:16][C:10]=3[CH:9]=2)[CH2:4][CH2:3]1.I[CH2:34][CH2:35][CH2:36][CH2:37][CH2:38][CH2:39][O:40][C:41]1[C:50]2[C:45](=[CH:46][CH:47]=[CH:48][CH:49]=2)[C:44](=[O:51])[C:43](=[O:52])[CH:42]=1. (8) The reactants are [F:1][C:2]1[CH:7]=[CH:6][CH:5]=[C:4]([F:8])[C:3]=1[C:9]1[NH:13][CH:12]=[C:11]([C:14](OCC)=[O:15])[CH:10]=1.[H-].C([Al+]CC(C)C)C(C)C.O. The catalyst is O1CCCC1.C1(C)C=CC=CC=1.C(OCC)(=O)C.S([O-])([O-])(=O)=O.[Mg+2]. The product is [F:1][C:2]1[CH:7]=[CH:6][CH:5]=[C:4]([F:8])[C:3]=1[C:9]1[NH:13][CH:12]=[C:11]([CH2:14][OH:15])[CH:10]=1. The yield is 0.970. (9) The reactants are [CH3:1][O:2][C:3]1[CH:4]=[C:5]2[C:10](=[CH:11][CH:12]=1)[NH:9][C:8](=O)[C:7]([C:14](F)(F)F)=[N:6]2.COC1C=C2C(N=C(C(F)(F)F)C(=O)N2)=CC=1.O=P(Cl)(Cl)[Cl:37]. No catalyst specified. The product is [Cl:37][C:8]1[C:7]([CH3:14])=[N:6][C:5]2[C:10](=[CH:11][CH:12]=[C:3]([O:2][CH3:1])[CH:4]=2)[N:9]=1. The yield is 0.387.